Task: Regression. Given a target protein amino acid sequence and a drug SMILES string, predict the binding affinity score between them. We predict pKi (pKi = -log10(Ki in M); higher means stronger inhibition). Dataset: bindingdb_ki.. Dataset: Drug-target binding data from BindingDB using Ki measurements (1) The compound is CCOc1ccc(C[C@@H]2NC(=O)CC(C3CCCC3)(C3CCCC3)SSC[C@@H](C(=O)N[C@@H](CCCN=C(N)N)C(=O)N[C@H](CCCN=C(N)N)C(N)=O)NC(=O)[C@H](CC(N)=O)NC(=O)[C@H](C(C)C)NC(=O)[C@H](Cc3ccccc3)NC2=O)cc1. The target protein (Q8NFM4) has sequence MARLFSPRPPPSEDLFYETYYSLSQQYPLLLLLLGIVLCALAALLAVAWASGRELTSDPSFLTTVLCALGGFSLLLGLASREQRLQRWTRPLSGLVWVALLALGHAFLFTGGVVSAWDQVSYFLFVIFTAYAMLPLGMRDAAVAGLASSLSHLLVLGLYLGPQPDSRPALLPQLAANAVLFLCGNVAGVYHKALMERALRATFREALSSLHSRRRLDTEKKHQEHLLLSILPAYLAREMKAEIMARLQAGQGSRPESTNNFHSLYVKRHQGVSVLYADIVGFTRLASECSPKELVLMLNELFGKFDQIAKEHECMRIKILGDCYYCVSGLPLSLPDHAINCVRMGLDMCRAIRKLRAATGVDINMRVGVHSGSVLCGVIGLQKWQYDVWSHDVTLANHMEAGGVPGRVHITGATLALLAGAYAVEDAGMEHRDPYLRELGEPTYLVIDPRAEEEDEKGTAGGLLSSLEGLKMRPSLLMTRYLESWGAAKPFAHLSHGDSP.... The pKi is 8.7. (2) The small molecule is Nc1ncnc2c1ncn2[C@@H]1O[C@H](C(=O)NC2CCCCC2)[C@@H](O)[C@H]1O. The target protein (Q6Y1R5) has sequence MIETLDSPANDSDFLDYITALENCTDEQISFKMQYLPVIYSIIFLVGFPGNTVAISIYVFKMRPWKSSTIIMLNLALTDLLYLTSLPFLIHYYASGENWIFGDFMCKFIRFGFHFNLYSSILFLTCFSLFRYIVIIHPMSCFSIQKTRWAVVACAGVWVISLVAVMPMTFLITSTTRTNRSACLDLTSSDDLTTIKWYNLILTATTFCLPLLIVTLCYTTIISTLTHGPRTHSCFKQKARRLTILLLLVFYVCFLPFHILRVIRIESRLLSISCSIESHIHEAYIVSRPLAALNTFGNLLLYVVVSNNFQQAFCSAVRCKAIGDLEQAKKDSCSNNP. The pKi is 7.7.